Dataset: Full USPTO retrosynthesis dataset with 1.9M reactions from patents (1976-2016). Task: Predict the reactants needed to synthesize the given product. The reactants are: [F:1][C:2]1[CH:7]=[CH:6][C:5]([CH2:8][C:9]#[N:10])=[CH:4][CH:3]=1.[O-]CC.[Na+].[CH2:15]([N:22]1[CH2:27][CH2:26][C:25](=O)[CH2:24][CH2:23]1)[C:16]1[CH:21]=[CH:20][CH:19]=[CH:18][CH:17]=1. Given the product [CH2:15]([N:22]1[CH2:27][CH2:26][C:25](=[C:8]([C:5]2[CH:6]=[CH:7][C:2]([F:1])=[CH:3][CH:4]=2)[C:9]#[N:10])[CH2:24][CH2:23]1)[C:16]1[CH:21]=[CH:20][CH:19]=[CH:18][CH:17]=1, predict the reactants needed to synthesize it.